From a dataset of NCI-60 drug combinations with 297,098 pairs across 59 cell lines. Regression. Given two drug SMILES strings and cell line genomic features, predict the synergy score measuring deviation from expected non-interaction effect. (1) Drug 1: C1=CC(=CC=C1CCC2=CNC3=C2C(=O)NC(=N3)N)C(=O)NC(CCC(=O)O)C(=O)O. Drug 2: CN(C)C1=NC(=NC(=N1)N(C)C)N(C)C. Cell line: SK-MEL-2. Synergy scores: CSS=3.17, Synergy_ZIP=-1.83, Synergy_Bliss=-0.291, Synergy_Loewe=-33.8, Synergy_HSA=-3.38. (2) Synergy scores: CSS=5.93, Synergy_ZIP=12.4, Synergy_Bliss=13.9, Synergy_Loewe=5.98, Synergy_HSA=6.62. Cell line: SK-MEL-28. Drug 2: CC1=C(C=C(C=C1)NC2=NC=CC(=N2)N(C)C3=CC4=NN(C(=C4C=C3)C)C)S(=O)(=O)N.Cl. Drug 1: CS(=O)(=O)C1=CC(=C(C=C1)C(=O)NC2=CC(=C(C=C2)Cl)C3=CC=CC=N3)Cl. (3) Drug 1: CC1=C2C(C(=O)C3(C(CC4C(C3C(C(C2(C)C)(CC1OC(=O)C(C(C5=CC=CC=C5)NC(=O)C6=CC=CC=C6)O)O)OC(=O)C7=CC=CC=C7)(CO4)OC(=O)C)O)C)OC(=O)C. Drug 2: CCC1(CC2CC(C3=C(CCN(C2)C1)C4=CC=CC=C4N3)(C5=C(C=C6C(=C5)C78CCN9C7C(C=CC9)(C(C(C8N6C)(C(=O)OC)O)OC(=O)C)CC)OC)C(=O)OC)O.OS(=O)(=O)O. Cell line: MALME-3M. Synergy scores: CSS=-0.960, Synergy_ZIP=-3.82, Synergy_Bliss=-3.66, Synergy_Loewe=-11.1, Synergy_HSA=-3.10. (4) Drug 1: C1=CN(C=N1)CC(O)(P(=O)(O)O)P(=O)(O)O. Drug 2: CN1C2=C(C=C(C=C2)N(CCCl)CCCl)N=C1CCCC(=O)O.Cl. Cell line: CCRF-CEM. Synergy scores: CSS=-3.59, Synergy_ZIP=0.904, Synergy_Bliss=-3.61, Synergy_Loewe=-2.00, Synergy_HSA=-9.28. (5) Drug 1: CC1OCC2C(O1)C(C(C(O2)OC3C4COC(=O)C4C(C5=CC6=C(C=C35)OCO6)C7=CC(=C(C(=C7)OC)O)OC)O)O. Drug 2: C1C(C(OC1N2C=NC3=C2NC=NCC3O)CO)O. Cell line: NCI-H460. Synergy scores: CSS=35.7, Synergy_ZIP=4.91, Synergy_Bliss=-2.22, Synergy_Loewe=-26.1, Synergy_HSA=-1.49. (6) Drug 1: C1C(C(OC1N2C=NC3=C(N=C(N=C32)Cl)N)CO)O. Drug 2: CN1C(=O)N2C=NC(=C2N=N1)C(=O)N. Cell line: LOX IMVI. Synergy scores: CSS=35.1, Synergy_ZIP=-10.7, Synergy_Bliss=-0.202, Synergy_Loewe=-19.9, Synergy_HSA=0.576. (7) Drug 1: C1=CC(=CC=C1CCC2=CNC3=C2C(=O)NC(=N3)N)C(=O)NC(CCC(=O)O)C(=O)O. Drug 2: CC1C(C(CC(O1)OC2CC(OC(C2O)C)OC3=CC4=CC5=C(C(=O)C(C(C5)C(C(=O)C(C(C)O)O)OC)OC6CC(C(C(O6)C)O)OC7CC(C(C(O7)C)O)OC8CC(C(C(O8)C)O)(C)O)C(=C4C(=C3C)O)O)O)O. Cell line: SW-620. Synergy scores: CSS=25.0, Synergy_ZIP=0.232, Synergy_Bliss=-1.01, Synergy_Loewe=-8.92, Synergy_HSA=-1.72. (8) Drug 1: CCC1(CC2CC(C3=C(CCN(C2)C1)C4=CC=CC=C4N3)(C5=C(C=C6C(=C5)C78CCN9C7C(C=CC9)(C(C(C8N6C=O)(C(=O)OC)O)OC(=O)C)CC)OC)C(=O)OC)O.OS(=O)(=O)O. Drug 2: CCC1=C2CN3C(=CC4=C(C3=O)COC(=O)C4(CC)O)C2=NC5=C1C=C(C=C5)O. Cell line: HCT-15. Synergy scores: CSS=6.75, Synergy_ZIP=-2.41, Synergy_Bliss=2.68, Synergy_Loewe=-19.6, Synergy_HSA=-0.748. (9) Drug 1: C(CC(=O)O)C(=O)CN.Cl. Drug 2: C1=NNC2=C1C(=O)NC=N2. Cell line: 786-0. Synergy scores: CSS=20.1, Synergy_ZIP=-6.01, Synergy_Bliss=0.794, Synergy_Loewe=-1.87, Synergy_HSA=-0.395. (10) Drug 1: CC1=CC2C(CCC3(C2CCC3(C(=O)C)OC(=O)C)C)C4(C1=CC(=O)CC4)C. Drug 2: CCC(=C(C1=CC=CC=C1)C2=CC=C(C=C2)OCCN(C)C)C3=CC=CC=C3.C(C(=O)O)C(CC(=O)O)(C(=O)O)O. Cell line: NCI/ADR-RES. Synergy scores: CSS=-2.93, Synergy_ZIP=0.196, Synergy_Bliss=-2.00, Synergy_Loewe=-3.72, Synergy_HSA=-3.57.